Dataset: Full USPTO retrosynthesis dataset with 1.9M reactions from patents (1976-2016). Task: Predict the reactants needed to synthesize the given product. (1) Given the product [NH2:10][C:9](=[N:7][OH:8])[CH2:11][C@H:12]1[C@H:18]([C:19]2[CH:24]=[CH:23][C:22]([Cl:25])=[C:21]([Cl:26])[CH:20]=2)[O:17][CH2:16][CH2:15][N:14]([C:27]([O:29][C:30]([CH3:33])([CH3:32])[CH3:31])=[O:28])[CH2:13]1, predict the reactants needed to synthesize it. The reactants are: C(=O)([O-])O.[Na+].Cl.[NH2:7][OH:8].[C:9]([CH2:11][C@H:12]1[C@H:18]([C:19]2[CH:24]=[CH:23][C:22]([Cl:25])=[C:21]([Cl:26])[CH:20]=2)[O:17][CH2:16][CH2:15][N:14]([C:27]([O:29][C:30]([CH3:33])([CH3:32])[CH3:31])=[O:28])[CH2:13]1)#[N:10].O. (2) Given the product [C:45]([O:44][C:43]([NH:42][CH2:41][CH2:40][CH2:39][N:38]([C:34]1[CH:35]=[CH:36][CH:37]=[C:32]([Cl:31])[CH:33]=1)[C:2]1[CH:3]=[C:4]([CH:28]=[CH:29][CH:30]=1)[C:5]([NH:7][C@@H:8]([CH2:21][CH:22]1[CH2:27][CH2:26][CH2:25][CH2:24][CH2:23]1)[CH2:9][N:10]([CH3:20])[C:11](=[O:19])[O:12][CH2:13][CH2:14][Si:15]([CH3:18])([CH3:17])[CH3:16])=[O:6])=[O:49])([CH3:48])([CH3:46])[CH3:47], predict the reactants needed to synthesize it. The reactants are: Br[C:2]1[CH:3]=[C:4]([CH:28]=[CH:29][CH:30]=1)[C:5]([NH:7][C@@H:8]([CH2:21][CH:22]1[CH2:27][CH2:26][CH2:25][CH2:24][CH2:23]1)[CH2:9][N:10]([CH3:20])[C:11](=[O:19])[O:12][CH2:13][CH2:14][Si:15]([CH3:18])([CH3:17])[CH3:16])=[O:6].[Cl:31][C:32]1[CH:33]=[C:34]([NH:38][CH2:39][CH2:40][CH2:41][NH:42][C:43](=[O:49])[O:44][C:45]([CH3:48])([CH3:47])[CH3:46])[CH:35]=[CH:36][CH:37]=1.CC1(C)C2C(=C(P(C3C=CC=CC=3)C3C=CC=CC=3)C=CC=2)OC2C(P(C3C=CC=CC=3)C3C=CC=CC=3)=CC=CC1=2.C([O-])([O-])=O.[Cs+].[Cs+]. (3) Given the product [CH2:1]([O:3][C:4](=[O:28])[CH2:5][CH2:6][C:7]1[CH:8]=[CH:9][C:10]([CH2:13][N:14]2[CH:19]=[CH:18][CH:17]=[C:16]([C:20]3[CH:25]=[CH:24][C:23]([NH:26][C:36]([NH:35][C:30]4[CH:31]=[CH:32][CH:33]=[CH:34][C:29]=4[CH3:38])=[O:37])=[CH:22][CH:21]=3)[C:15]2=[O:27])=[CH:11][CH:12]=1)[CH3:2], predict the reactants needed to synthesize it. The reactants are: [CH2:1]([O:3][C:4](=[O:28])[CH2:5][CH2:6][C:7]1[CH:12]=[CH:11][C:10]([CH2:13][N:14]2[CH:19]=[CH:18][CH:17]=[C:16]([C:20]3[CH:25]=[CH:24][C:23]([NH2:26])=[CH:22][CH:21]=3)[C:15]2=[O:27])=[CH:9][CH:8]=1)[CH3:2].[C:29]1([CH3:38])[C:30]([N:35]=[C:36]=[O:37])=[CH:31][CH:32]=[CH:33][CH:34]=1. (4) Given the product [F:1][C:2]([F:7])([F:6])[C:3]([OH:5])=[O:4].[F:1][C:2]([F:7])([F:6])[C:3]([OH:5])=[O:4].[C:31]([C:28]1[CH:27]=[CH:26][C:25]([O:24][C:22]([C:19]2[O:18][C:17]([CH2:16][CH:15]([CH3:34])[C:14]([S:13][CH:12]([CH2:36][C:37]([OH:39])=[O:38])[C:11]([OH:42])=[O:10])=[O:35])=[CH:21][CH:20]=2)=[O:23])=[CH:30][CH:29]=1)(=[NH:32])[NH2:33], predict the reactants needed to synthesize it. The reactants are: [F:1][C:2]([F:7])([F:6])[C:3]([OH:5])=[O:4].C([O:10][C:11](=[O:42])[CH:12]([CH2:36][C:37]([O:39]CC)=[O:38])[S:13][C:14](=[O:35])[CH:15]([CH3:34])[CH2:16][C:17]1[O:18][C:19]([C:22]([O:24][C:25]2[CH:30]=[CH:29][C:28]([C:31](=[NH:33])[NH2:32])=[CH:27][CH:26]=2)=[O:23])=[CH:20][CH:21]=1)C.Cl.O1CCOCC1. (5) Given the product [CH3:54][O:53][C:50]1[CH:51]=[CH:52][C:47]([C:46]2[C:40]3[O:39][CH:38]([CH2:37][NH2:34])[CH2:42][C:41]=3[CH:43]=[CH:44][CH:45]=2)=[CH:48][CH:49]=1, predict the reactants needed to synthesize it. The reactants are: CC1C=CC(S(OCC2CC3C=CC=C(C4C=CC(OC)=CC=4)C=3O2)(=O)=O)=CC=1.[N-]=[N+]=[N-].[Na+].[N:34]([CH2:37][CH:38]1[CH2:42][C:41]2[CH:43]=[CH:44][CH:45]=[C:46]([C:47]3[CH:52]=[CH:51][C:50]([O:53][CH3:54])=[CH:49][CH:48]=3)[C:40]=2[O:39]1)=[N+]=[N-].[N-]=[N+]=[N-]. (6) Given the product [NH2:20][C@H:18]([C:7]1[N:8]([C:12]2[CH:17]=[CH:16][CH:15]=[CH:14][CH:13]=2)[C:9](=[O:11])[C:10]2=[C:2]([CH3:1])[CH:3]=[CH:4][N:5]2[N:6]=1)[CH3:19], predict the reactants needed to synthesize it. The reactants are: [CH3:1][C:2]1[CH:3]=[CH:4][N:5]2[C:10]=1[C:9](=[O:11])[N:8]([C:12]1[CH:17]=[CH:16][CH:15]=[CH:14][CH:13]=1)[C:7]([C@@H:18]([NH:20]C(=O)OC(C)(C)C)[CH3:19])=[N:6]2.FC(F)(F)C(O)=O. (7) Given the product [Cl:35][C:36]1[CH:37]=[CH:38][C:39]([NH:42][C:43](=[S:69])[NH:44][C:45]2[CH:50]=[CH:49][C:48]([C:51]3[CH:59]=[C:58]4[C:54]([CH2:55][N:56]([C@@H:61]([CH:66]([CH3:67])[CH3:68])[C:62]([OH:64])=[O:63])[C:57]4=[O:60])=[CH:53][CH:52]=3)=[CH:47][CH:46]=2)=[CH:40][CH:41]=1, predict the reactants needed to synthesize it. The reactants are: FC1C=CC=CC=1NC(=S)NC1C=CC(C2C=C3C(CN([C@@H](C(C)C)C(O)=O)C3=O)=CC=2)=CC=1.[Cl:35][C:36]1[CH:41]=[CH:40][C:39]([NH:42][C:43](=[S:69])[NH:44][C:45]2[CH:50]=[CH:49][C:48]([C:51]3[CH:59]=[C:58]4[C:54]([CH2:55][N:56]([C@@H:61]([CH:66]([CH3:68])[CH3:67])[C:62]([O:64]C)=[O:63])[C:57]4=[O:60])=[CH:53][CH:52]=3)=[CH:47][CH:46]=2)=[CH:38][CH:37]=1. (8) Given the product [CH2:1]([O:8][C:9]1[CH:14]=[CH:13][N:12]([CH2:15][C:16]([C:18]2[CH:19]=[CH:20][C:21]([CH2:24][OH:25])=[C:22]([F:54])[CH:23]=2)=[O:17])[C:11](=[O:26])[CH:10]=1)[C:2]1[CH:3]=[CH:4][CH:5]=[CH:6][CH:7]=1, predict the reactants needed to synthesize it. The reactants are: [CH2:1]([O:8][C:9]1[CH:14]=[CH:13][N:12]([CH2:15][C:16]([C:18]2[CH:23]=[CH:22][C:21]([CH2:24][OH:25])=[CH:20][CH:19]=2)=[O:17])[C:11](=[O:26])[CH:10]=1)[C:2]1[CH:7]=[CH:6][CH:5]=[CH:4][CH:3]=1.C(OC1C=CNC(=O)C=1)C1C=CC=CC=1.BrCC(C1C=CC(CO)=C([F:54])C=1)=O.